From a dataset of Forward reaction prediction with 1.9M reactions from USPTO patents (1976-2016). Predict the product of the given reaction. (1) Given the reactants [C:1]([O:5][C:6]([N:8]1[C@:12]([CH3:16])([C:13]([OH:15])=O)[CH2:11][O:10][C:9]1([CH3:18])[CH3:17])=[O:7])([CH3:4])([CH3:3])[CH3:2].[C:19]([NH:22][NH2:23])(=[O:21])[CH3:20].ON1C2C=CC=CC=2N=N1.C(N(C(C)C)CC)(C)C.Cl.CN(C)CCCN=C=NCC, predict the reaction product. The product is: [C:19]([NH:22][NH:23][C:13]([C@:12]1([CH3:16])[CH2:11][O:10][C:9]([CH3:18])([CH3:17])[N:8]1[C:6]([O:5][C:1]([CH3:2])([CH3:3])[CH3:4])=[O:7])=[O:15])(=[O:21])[CH3:20]. (2) The product is: [CH2:10]([N:12]1[C:13]2[CH:18]=[CH:17][N:16]=[CH:15][C:14]=2[N:19]=[C:8]1[C:3]1[C:2]([NH2:1])=[N:7][CH:6]=[CH:5][N:4]=1)[CH3:11]. Given the reactants [NH2:1][C:2]1[C:3]([CH:8]=O)=[N:4][CH:5]=[CH:6][N:7]=1.[CH2:10]([NH:12][C:13]1[CH:18]=[CH:17][N:16]=[CH:15][C:14]=1[NH2:19])[CH3:11].S([O-])(O)=O.[Na+], predict the reaction product.